This data is from Reaction yield outcomes from USPTO patents with 853,638 reactions. The task is: Predict the reaction yield, written as a fraction of the theoretical maximum amount of product (1.0 means a 100% yield; for example, 0.34 means a 34% yield). (1) The reactants are [CH2:1]([CH:3]([C:6]1[C:7]2[N:8]([C:13]([C:17]3[C:18]4[CH:26]=[CH:25][CH:24]=[C:23]([C:27]([CH3:29])=[CH2:28])[C:19]=4[S:20][C:21]=3[CH3:22])=[C:14]([CH3:16])[N:15]=2)[N:9]=[C:10]([CH3:12])[CH:11]=1)[CH2:4][CH3:5])[CH3:2].S(C)C.[OH-:33].[Na+].OO. The catalyst is C1COCC1.O.CO. The product is [CH2:1]([CH:3]([C:6]1[C:7]2[N:8]([C:13]([C:17]3[C:18]4[CH:26]=[CH:25][CH:24]=[C:23]([CH:27]([CH3:29])[CH2:28][OH:33])[C:19]=4[S:20][C:21]=3[CH3:22])=[C:14]([CH3:16])[N:15]=2)[N:9]=[C:10]([CH3:12])[CH:11]=1)[CH2:4][CH3:5])[CH3:2]. The yield is 0.570. (2) The reactants are [F:1][C:2]([F:19])([F:18])[C:3]1[CH:4]=[C:5]([C:9]2[CH2:13][CH:12]([C:14]([O:16]C)=[O:15])[O:11][N:10]=2)[CH:6]=[CH:7][CH:8]=1.[OH-].[Na+].Cl. The catalyst is C1COCC1.O. The product is [F:19][C:2]([F:1])([F:18])[C:3]1[CH:4]=[C:5]([C:9]2[CH2:13][CH:12]([C:14]([OH:16])=[O:15])[O:11][N:10]=2)[CH:6]=[CH:7][CH:8]=1. The yield is 1.00. (3) The reactants are [F:1][C:2]1[CH:7]=[CH:6][C:5]([C@H:8]2[CH2:13][C@H:12]([OH:14])[CH2:11][CH2:10][N:9]2C(OC(C)(C)C)=O)=[CH:4][CH:3]=1.FC(F)(F)C(O)=O.ClCCl.FC(F)(F)C(O)=O. The catalyst is ClCCl. The product is [F:1][C:2]1[CH:7]=[CH:6][C:5]([C@H:8]2[CH2:13][C@H:12]([OH:14])[CH2:11][CH2:10][NH:9]2)=[CH:4][CH:3]=1. The yield is 0.990. (4) The product is [ClH:38].[NH:21]1[CH2:20][CH2:19][CH:18]([S:15]([N:12]2[CH2:11][CH2:10][CH:9]([O:8][C:7]3[CH:34]=[CH:35][C:4]([O:3][C:2]([F:1])([F:37])[F:36])=[CH:5][CH:6]=3)[CH2:14][CH2:13]2)(=[O:16])=[O:17])[CH2:23][CH2:22]1. The reactants are [F:1][C:2]([F:37])([F:36])[O:3][C:4]1[CH:35]=[CH:34][C:7]([O:8][CH:9]2[CH2:14][CH2:13][N:12]([S:15]([CH:18]3[CH2:23][CH2:22][N:21](C(OCC4C=CC=CC=4)=O)[CH2:20][CH2:19]3)(=[O:17])=[O:16])[CH2:11][CH2:10]2)=[CH:6][CH:5]=1.[ClH:38]. The catalyst is C1(C)C=CC=CC=1. The yield is 0.920. (5) The reactants are CC1(C)C(C)(C)OB([C:9]2[CH:27]=[CH:26][C:12]([C:13]([NH:15][C:16]3[CH:21]=[C:20]([C:22]([F:25])([F:24])[F:23])[CH:19]=[CH:18][N:17]=3)=[O:14])=[CH:11][CH:10]=2)O1.[NH2:29][C:30]1[C:31]2[N:32]([C:36]([C@H:40]3[CH2:48][CH2:47][C@H:46]4[N:42]([C:43](=[O:49])[CH2:44][CH2:45]4)[CH2:41]3)=[N:37][C:38]=2Br)[CH:33]=[CH:34][N:35]=1.[O-]P([O-])([O-])=O.[K+].[K+].[K+]. The catalyst is O1CCOCC1.O. The product is [NH2:29][C:30]1[C:31]2[N:32]([C:36]([C@H:40]3[CH2:48][CH2:47][C@H:46]4[N:42]([C:43](=[O:49])[CH2:44][CH2:45]4)[CH2:41]3)=[N:37][C:38]=2[C:9]2[CH:10]=[CH:11][C:12]([C:13]([NH:15][C:16]3[CH:21]=[C:20]([C:22]([F:23])([F:24])[F:25])[CH:19]=[CH:18][N:17]=3)=[O:14])=[CH:26][CH:27]=2)[CH:33]=[CH:34][N:35]=1. The yield is 0.920.